This data is from Choline transporter screen with 302,306 compounds. The task is: Binary Classification. Given a drug SMILES string, predict its activity (active/inactive) in a high-throughput screening assay against a specified biological target. The molecule is Clc1c(NC(=S)N2C(CCC2)c2cc(OC)c(OC)cc2)ccc(c1)C. The result is 0 (inactive).